Dataset: Peptide-MHC class II binding affinity with 134,281 pairs from IEDB. Task: Regression. Given a peptide amino acid sequence and an MHC pseudo amino acid sequence, predict their binding affinity value. This is MHC class II binding data. (1) The peptide sequence is WCYYAAAQKEVSGVK. The MHC is DRB3_0301 with pseudo-sequence DRB3_0301. The binding affinity (normalized) is 0.397. (2) The peptide sequence is SCWRGDSNWAQNRMK. The MHC is DRB3_0202 with pseudo-sequence DRB3_0202. The binding affinity (normalized) is 0.294. (3) The peptide sequence is KTLEAAFTVSSKRNL. The MHC is DRB1_1501 with pseudo-sequence DRB1_1501. The binding affinity (normalized) is 0.148. (4) The peptide sequence is DFHPGAGKTRRFLPQ. The MHC is DRB5_0101 with pseudo-sequence DRB5_0101. The binding affinity (normalized) is 0.936.